From a dataset of Forward reaction prediction with 1.9M reactions from USPTO patents (1976-2016). Predict the product of the given reaction. (1) The product is: [Cl:56][C:49]1[CH:50]=[C:51]([Cl:54])[CH:52]=[CH:53][C:48]=1[NH:47][CH2:43][C:44]([NH:17][C:11]1[CH:12]=[C:13]2[C:8](=[CH:9][CH:10]=1)[N:7]=[C:6]([N:5]([CH2:4][CH2:3][N:2]([CH3:1])[CH3:19])[CH3:18])[CH:15]=[C:14]2[CH3:16])=[O:45]. Given the reactants [CH3:1][N:2]([CH3:19])[CH2:3][CH2:4][N:5]([CH3:18])[C:6]1[CH:15]=[C:14]([CH3:16])[C:13]2[C:8](=[CH:9][CH:10]=[C:11]([NH2:17])[CH:12]=2)[N:7]=1.C1C=CC2N(O)N=NC=2C=1.C1N=CN(C(N2C=NC=C2)=O)C=1.Cl[CH:43]([NH:47][C:48]1[CH:53]=[CH:52][C:51]([Cl:54])=[CH:50][CH:49]=1)[C:44](O)=[O:45].C(Cl)[Cl:56], predict the reaction product. (2) Given the reactants [NH:1]1[CH:5]=[N:4][CH:3]=[N:2]1.[F:6][C:7]1[C:12]([B:13]([C:25]2[C:30]([F:31])=[C:29]([F:32])[C:28]([F:33])=[C:27]([F:34])[C:26]=2[F:35])[C:14]2[C:19]([F:20])=[C:18]([F:21])[C:17]([F:22])=[C:16]([F:23])[C:15]=2[F:24])=[C:11]([F:36])[C:10]([F:37])=[C:9]([F:38])[C:8]=1[F:39].[CH2:40]([N:58]([CH2:60][CH2:61][CH2:62][CH2:63][CH2:64][CH2:65][CH2:66][CH2:67][CH2:68][CH2:69][CH2:70][CH2:71][CH2:72][CH2:73][CH2:74][CH2:75][CH2:76][CH3:77])[CH3:59])[CH2:41][CH2:42][CH2:43][CH2:44][CH2:45][CH2:46][CH2:47][CH2:48][CH2:49][CH2:50][CH2:51][CH2:52][CH2:53][CH2:54][CH2:55][CH2:56][CH3:57], predict the reaction product. The product is: [F:31][C:30]1[C:25]([B:13]([C:12]2[C:7]([F:6])=[C:8]([F:39])[C:9]([F:38])=[C:10]([F:37])[C:11]=2[F:36])[C:14]2[C:15]([F:24])=[C:16]([F:23])[C:17]([F:22])=[C:18]([F:21])[C:19]=2[F:20])=[C:26]([F:35])[C:27]([F:34])=[C:28]([F:33])[C:29]=1[F:32].[F:31][C:30]1[C:25]([B:13]([C:12]2[C:7]([F:6])=[C:8]([F:39])[C:9]([F:38])=[C:10]([F:37])[C:11]=2[F:36])[C:14]2[C:15]([F:24])=[C:16]([F:23])[C:17]([F:22])=[C:18]([F:21])[C:19]=2[F:20])=[C:26]([F:35])[C:27]([F:34])=[C:28]([F:33])[C:29]=1[F:32].[CH2:60]([NH+:58]([CH2:40][CH2:41][CH2:42][CH2:43][CH2:44][CH2:45][CH2:46][CH2:47][CH2:48][CH2:49][CH2:50][CH2:51][CH2:52][CH2:53][CH2:54][CH2:55][CH2:56][CH3:57])[CH3:59])[CH2:61][CH2:62][CH2:63][CH2:64][CH2:65][CH2:66][CH2:67][CH2:68][CH2:69][CH2:70][CH2:71][CH2:72][CH2:73][CH2:74][CH2:75][CH2:76][CH3:77].[NH:1]1[CH:5]=[N:4][C-:3]=[N:2]1. (3) Given the reactants [Cl:1][C:2]1[CH:3]=[C:4]([CH:14]([OH:16])[CH3:15])[C:5]2[O:11][CH2:10][CH2:9][NH:8][CH2:7][C:6]=2[C:12]=1[CH3:13].[C:17]([O:21][C:22](O[C:22]([O:21][C:17]([CH3:20])([CH3:19])[CH3:18])=[O:23])=[O:23])([CH3:20])([CH3:19])[CH3:18].C(N(CC)C(C)C)(C)C, predict the reaction product. The product is: [Cl:1][C:2]1[CH:3]=[C:4]([CH:14]([OH:16])[CH3:15])[C:5]2[O:11][CH2:10][CH2:9][N:8]([C:22]([O:21][C:17]([CH3:20])([CH3:19])[CH3:18])=[O:23])[CH2:7][C:6]=2[C:12]=1[CH3:13]. (4) Given the reactants [F:1][C:2]([F:14])([F:13])[C:3]1[CH:4]=[C:5]([NH:9][C:10]([NH2:12])=[S:11])[CH:6]=[CH:7][CH:8]=1.[C:15]([C:17]1[CH:24]=[CH:23][C:20]([CH:21]=O)=[CH:19][CH:18]=1)#[N:16].[C:25]([O-:31])(=[O:30])[CH2:26][C:27]([CH3:29])=O.[CH2:32]1COCC1, predict the reaction product. The product is: [C:15]([C:17]1[CH:24]=[CH:23][C:20]([CH:21]2[C:26]([C:25]([O:31][CH3:32])=[O:30])=[C:27]([CH3:29])[N:9]([C:5]3[CH:6]=[CH:7][CH:8]=[C:3]([C:2]([F:1])([F:13])[F:14])[CH:4]=3)[C:10](=[S:11])[NH:12]2)=[CH:19][CH:18]=1)#[N:16].